The task is: Predict which catalyst facilitates the given reaction.. This data is from Catalyst prediction with 721,799 reactions and 888 catalyst types from USPTO. (1) Reactant: [Cl:1][C:2]1[C:11]2[C:6](=[CH:7][C:8]([S:12]([NH:15][C:16]3[CH:17]=[C:18]([CH:26]=[CH:27][CH:28]=3)[C:19]([O:21]C(C)(C)C)=[O:20])(=[O:14])=[O:13])=[CH:9][CH:10]=2)[C:5]([NH:29][C:30]([NH2:32])=[NH:31])=[N:4][CH:3]=1.[C:33]([C:37]([OH:39])=[O:38])([F:36])([F:35])[F:34]. Product: [F:34][C:33]([F:36])([F:35])[C:37]([OH:39])=[O:38].[Cl:1][C:2]1[C:11]2[C:6](=[CH:7][C:8]([S:12]([NH:15][C:16]3[CH:17]=[C:18]([CH:26]=[CH:27][CH:28]=3)[C:19]([OH:21])=[O:20])(=[O:13])=[O:14])=[CH:9][CH:10]=2)[C:5]([NH:29][C:30]([NH2:32])=[NH:31])=[N:4][CH:3]=1. The catalyst class is: 11. (2) Reactant: [Si]([O:18][CH2:19][CH2:20][CH2:21][CH2:22][CH2:23][CH2:24][CH:25]([C:36]1[CH:41]=[C:40]([F:42])[CH:39]=[CH:38][C:37]=1[F:43])[S:26]([C:29]1[CH:34]=[CH:33][C:32]([Cl:35])=[CH:31][CH:30]=1)(=[O:28])=[O:27])(C(C)(C)C)(C1C=CC=CC=1)C1C=CC=CC=1.[F-].C([N+](CCCC)(CCCC)CCCC)CCC.O. Product: [Cl:35][C:32]1[CH:31]=[CH:30][C:29]([S:26]([CH:25]([C:36]2[CH:41]=[C:40]([F:42])[CH:39]=[CH:38][C:37]=2[F:43])[CH2:24][CH2:23][CH2:22][CH2:21][CH2:20][CH2:19][OH:18])(=[O:28])=[O:27])=[CH:34][CH:33]=1. The catalyst class is: 188. (3) Reactant: [N+:1]([C:4]1[CH:16]=[C:15]([C:17]([F:20])([F:19])[F:18])[CH:14]=[CH:13][C:5]=1[NH:6][C:7]1[CH:12]=[CH:11][CH:10]=[CH:9][N:8]=1)([O-])=O. Product: [NH2:1][C:4]1[CH:16]=[C:15]([C:17]([F:20])([F:18])[F:19])[CH:14]=[CH:13][C:5]=1[NH:6][C:7]1[CH:12]=[CH:11][CH:10]=[CH:9][N:8]=1. The catalyst class is: 43. (4) Reactant: C(OC([O:8][C@@:9]12[CH2:23][C@@H:22]([C:24]([O:26][C@@H:27]3[C@:36]4([OH:37])[C@@H:31]([C@H:32]([C@@H:39]([CH3:57])[CH2:40][N:41]5[CH2:46][CH2:45][N:44]([C:47]6[N:52]=[C:51]([C:53]([F:56])([F:55])[F:54])[CH:50]=[CH:49][N:48]=6)[CH2:43][CH2:42]5)[CH2:33][CH2:34][C@H:35]4[CH3:38])[CH:30]=[C:29]([CH3:58])[C@H:28]3[O:59][C:60](=[O:62])[CH3:61])=[O:25])[N:21](C(OC(C)(C)C)=O)[C@@H:10]1[O:11][N:12]([CH3:20])[C:13]1[C:18]([Cl:19])=[CH:17][CH:16]=[CH:15][C:14]=12)=O)(C)(C)C.Cl.[C:71](=[O:74])(O)[O-:72].[Na+]. Product: [OH:72][C:71]([C:53]([F:56])([F:55])[F:54])=[O:74].[Cl:19][C:18]1[C:13]2[N:12]([CH3:20])[O:11][C@H:10]3[NH:21][C@H:22]([C:24]([O:26][C@@H:27]4[C@:36]5([OH:37])[C@@H:31]([C@H:32]([C@@H:39]([CH3:57])[CH2:40][N:41]6[CH2:42][CH2:43][N:44]([C:47]7[N:52]=[C:51]([C:53]([F:56])([F:55])[F:54])[CH:50]=[CH:49][N:48]=7)[CH2:45][CH2:46]6)[CH2:33][CH2:34][C@H:35]5[CH3:38])[CH:30]=[C:29]([CH3:58])[C@H:28]4[O:59][C:60](=[O:62])[CH3:61])=[O:25])[CH2:23][C@@:9]3([OH:8])[C:14]=2[CH:15]=[CH:16][CH:17]=1. The catalyst class is: 13. (5) Reactant: [Cl:1][C:2]1[CH:7]=[CH:6][C:5]([C:8]([F:11])([F:10])[F:9])=[CH:4][N:3]=1.O.[NH2:13][NH2:14]. Product: [ClH:1].[F:9][C:8]([F:11])([F:10])[C:5]1[CH:6]=[CH:7][C:2]([NH:13][NH2:14])=[N:3][CH:4]=1. The catalyst class is: 8. (6) Reactant: S(Cl)([Cl:3])=O.[CH2:5]([N:12]1[CH2:17][CH2:16][N:15]([CH2:18][C:19]2[CH:24]=[CH:23][CH:22]=[CH:21][CH:20]=2)[CH2:14][CH:13]1[CH2:25]O)[C:6]1[CH:11]=[CH:10][CH:9]=[CH:8][CH:7]=1. Product: [CH2:5]([N:12]1[CH2:17][CH2:16][N:15]([CH2:18][C:19]2[CH:24]=[CH:23][CH:22]=[CH:21][CH:20]=2)[CH2:14][CH:13]1[CH2:25][Cl:3])[C:6]1[CH:11]=[CH:10][CH:9]=[CH:8][CH:7]=1. The catalyst class is: 53. (7) Reactant: [CH3:1][O:2][CH2:3][C:4]1[CH:9]=[C:8]([C:10]2[O:14][N:13]=[C:12]([C:15]3[CH:16]=[C:17]([CH2:21][C:22]([OH:24])=O)[CH:18]=[CH:19][CH:20]=3)[N:11]=2)[CH:7]=[CH:6][C:5]=1[C:25]1[CH:30]=[CH:29][CH:28]=[CH:27][C:26]=1[CH3:31].CCN(C(C)C)C(C)C.CN(C(ON1N=NC2C=CC=NC1=2)=[N+](C)C)C.F[P-](F)(F)(F)(F)F.[C:65]([NH:68][CH2:69][CH2:70][NH2:71])(=[O:67])[CH3:66]. Product: [C:65]([NH:68][CH2:69][CH2:70][NH:71][C:22](=[O:24])[CH2:21][C:17]1[CH:18]=[CH:19][CH:20]=[C:15]([C:12]2[N:11]=[C:10]([C:8]3[CH:7]=[CH:6][C:5]([C:25]4[CH:30]=[CH:29][CH:28]=[CH:27][C:26]=4[CH3:31])=[C:4]([CH2:3][O:2][CH3:1])[CH:9]=3)[O:14][N:13]=2)[CH:16]=1)(=[O:67])[CH3:66]. The catalyst class is: 215.